This data is from Forward reaction prediction with 1.9M reactions from USPTO patents (1976-2016). The task is: Predict the product of the given reaction. (1) Given the reactants [NH2:1][C:2]1[CH:11]=[C:10]2[C:5]([CH:6]=[CH:7][C:8]([OH:12])=[CH:9]2)=[CH:4][CH:3]=1.[C:13]([O:17][C:18](=O)[O:19]C(C)(C)C)([CH3:16])([CH3:15])[CH3:14].O, predict the reaction product. The product is: [OH:12][C:8]1[CH:9]=[C:10]2[C:5]([CH:4]=[CH:3][C:2]([NH:1][C:18](=[O:19])[O:17][C:13]([CH3:16])([CH3:15])[CH3:14])=[CH:11]2)=[CH:6][CH:7]=1. (2) Given the reactants [CH3:1][O:2][C:3](=[O:25])[C:4]1[C:9]([F:10])=[CH:8][C:7](F)=[CH:6][C:5]=1[NH:12][C:13](=[O:24])[CH2:14][C:15]1[CH:23]=[CH:22][C:18]2[O:19][CH2:20][O:21][C:17]=2[CH:16]=1.[CH3:26][N:27]1[CH2:32][CH2:31][NH:30][CH2:29][CH2:28]1, predict the reaction product. The product is: [CH3:1][O:2][C:3](=[O:25])[C:4]1[C:9]([F:10])=[CH:8][C:7]([N:30]2[CH2:31][CH2:32][N:27]([CH3:26])[CH2:28][CH2:29]2)=[CH:6][C:5]=1[NH:12][C:13](=[O:24])[CH2:14][C:15]1[CH:23]=[CH:22][C:18]2[O:19][CH2:20][O:21][C:17]=2[CH:16]=1.